Dataset: Experimentally validated miRNA-target interactions with 360,000+ pairs, plus equal number of negative samples. Task: Binary Classification. Given a miRNA mature sequence and a target amino acid sequence, predict their likelihood of interaction. (1) The protein sequence of the target gene is MPLELELCPGRWVGGQHPCFIIAEIGQNHQGDLDVAKRMIRMAKECGADCAKFQKSELEFKFNRKALERPYTSKHSWGKTYGEHKRHLEFSHDQYRELQRYAEEVGIFFTASGMDEMAVEFLHELNVPFFKVGSGDTNNFPYLEKTAKKGRPMVISSGMQSMDTMKQVYQIVKPLNPNFCFLQCTSAYPLQPEDVNLRVISEYQKLFPDIPIGYSGHETGIAISVAAVALGAKVLERHITLDKTWKGSDHSASLEPGELAELVRSVRLVERALGSPTKQLLPCEMACNEKLGKSVVAKVK.... The miRNA is hsa-miR-6747-5p with sequence AGGGGUGUGGAAAGAGGCAGAACA. Result: 0 (no interaction). (2) The miRNA is hsa-miR-939-3p with sequence CCCUGGGCCUCUGCUCCCCAG. The protein sequence of the target gene is MFLTAVNPQPLSTPSWQIETKYSTKVLTGNWMEERRKFTRDTDKTPQSIYRKEYIPFPDHRPDQISRWYGKRKVEGLPYKHLITHHQEPPHRYLISTYDDHYNRHGYNPGLPPLRTWNGQKLLWLPEKSDFPLLAPPTNYGLYEQLKQRQLTPKAGLKQSTYTSSYPRPPLCAMSWREHAVPVPPHRLHPFPHF. Result: 1 (interaction). (3) The miRNA is hsa-miR-644a with sequence AGUGUGGCUUUCUUAGAGC. The protein sequence of the target gene is MSDAAEEQPMETTGATENGHEAAPEGEAPVEPSAAAAAPAASAGSGGGTTTAPSGNQNGAEGDQINASKNEEDAGKMFVGGLSWDTSKKDLKDYFTKFGEVVDCTIKMDPNTGRSRGFGFILFKDSSSVEKVLDQKEHRLDGRVIDPKKAMAMKKDPVKKIFVGGLNPEATEEKIREYFGQFGEIEAIELPIDPKLNKRRGFVFITFKEEDPVKKVLEKKFHTVSGSKCEIKVAQPKEVYQQQQYGSGGRGNRNRGNRGSGGGQGSTNYGKSQRRGGHQNNYKPY. Result: 0 (no interaction). (4) The miRNA is hsa-miR-6795-3p with sequence ACCCCUCGUUUCUUCCCCCAG. The protein sequence of the target gene is MARARQEGSSPEPVEGLARDGPRPFPLGRLVPSAVSCGLCEPGLAAAPAAPTLLPAAYLCAPTAPPAVTAALGGSRWPGGPRSRPRGPRPDGPQPSLSLAEQHLESPVPSAPGALAGGPTQAAPGVRGEEEQWAREIGAQLRRMADDLNAQYERRRQEEQQRHRPSPWRVLYNLIMGLLPLPRGHRAPEMEPN. Result: 1 (interaction). (5) The miRNA is hsa-miR-188-5p with sequence CAUCCCUUGCAUGGUGGAGGG. The protein sequence of the target gene is MGAAGRQDFLFKAMLTISWLTLTCFPGATSTVAAGCPDQSPELQPWNPGHDQDHHVHIGQGKTLLLTSSATVYSIHISEGGKLVIKDHDEPIVLRTRHILIDNGGELHAGSALCPFQGNFTIILYGRADEGIQPDPYYGLKYIGVGKGGALELHGQKKLSWTFLNKTLHPGGMAEGGYFFERSWGHRGVIVHVIDPKSGTVIHSDRFDTYRSKKESERLVQYLNAVPDGRILSVAVNDEGSRNLDDMARKAMTKLGSKHFLHLGFRHPWSFLTVKGNPSSSVEDHIEYHGHRGSAAARVF.... Result: 1 (interaction). (6) The miRNA is rno-miR-18a-5p with sequence UAAGGUGCAUCUAGUGCAGAUAG. The protein sequence of the target gene is MHSPGCTGPKAQWFLLLQLLLLHLDRVSATFISINRGLRVMKGSSAFLSGDHLRVAVPKEKDACRLEVVMNEPVTQRVGKLSPQVFDCHFLPNEVKYVHNGCPILDEDSVKLRLYRFTETDTFMETFLLRVYLVEPDCNIIRMSSNVLEVTEFYGLSQAIDKNLLQFDYDRTASLDCTIRLDPLRTQLPAHGKLVVVNRKSEGPRGDQPHSFFSETELGAGLKCPDGSCALELKQVASLKVSCEEFLLTGFHYQHMQPPSPNIDYIPIQLDLTDRRSKTVYKSESAWLPVYIRVGIPNQV.... Result: 0 (no interaction). (7) The miRNA is hsa-miR-363-3p with sequence AAUUGCACGGUAUCCAUCUGUA. The protein sequence of the target gene is MLIEDVDALKSWLAKLLEPICDADPSALANYVVALVKKDKPEKELKAFCADQLDVFLQKETSGFVDKLFESLYTKNYLPLLEPVKPEPKPLVQEKEEIKEEVFQEPAEEERDGRKKKYPSPQKTRSESSERRTREKKREDGKWRDYDRYYERNELYREKYDWRRGRSKSRSKSRGLSRSRSRSRGRSKDRDPNRNVEHRERSKFKSERNDLESSYVPVSAPPPNSSEQYSSGAQSIPSTVTVIAPAHHSENTTESWSNYYNNHSSSNSFGRNLPPKRRCRDYDERGFCVLGDLCQFDHGN.... Result: 1 (interaction).